Binary Classification. Given a T-cell receptor sequence (or CDR3 region) and an epitope sequence, predict whether binding occurs between them. From a dataset of TCR-epitope binding with 47,182 pairs between 192 epitopes and 23,139 TCRs. (1) The epitope is YLKLTDNVYIK. The TCR CDR3 sequence is CASSLGGEQETQYF. Result: 1 (the TCR binds to the epitope). (2) The epitope is DATYQRTRALVR. The TCR CDR3 sequence is CASSSLIQANTEAFF. Result: 1 (the TCR binds to the epitope). (3) The epitope is KAFSPEVIPMF. The TCR CDR3 sequence is CASKLAGGYYEQYF. Result: 1 (the TCR binds to the epitope). (4) Result: 0 (the TCR does not bind to the epitope). The TCR CDR3 sequence is CASSQTSAEQETQYF. The epitope is KMKDLSPRW. (5) The epitope is QASQEVKNW. The TCR CDR3 sequence is CSASETGTDLRKQYF. Result: 0 (the TCR does not bind to the epitope). (6) The epitope is HTTDPSFLGRY. The TCR CDR3 sequence is CASSLWGSGETQYF. Result: 1 (the TCR binds to the epitope). (7) The epitope is RLFRKSNLK. The TCR CDR3 sequence is CASSESLAVHEQFF. Result: 0 (the TCR does not bind to the epitope). (8) The epitope is MLNIPSINV. The TCR CDR3 sequence is CASSLTEEGWNEQFF. Result: 0 (the TCR does not bind to the epitope). (9) The epitope is RLFRKSNLK. The TCR CDR3 sequence is CASSLKSGELFF. Result: 0 (the TCR does not bind to the epitope).